Dataset: NCI-60 drug combinations with 297,098 pairs across 59 cell lines. Task: Regression. Given two drug SMILES strings and cell line genomic features, predict the synergy score measuring deviation from expected non-interaction effect. (1) Drug 1: C1=CC(=C2C(=C1NCCNCCO)C(=O)C3=C(C=CC(=C3C2=O)O)O)NCCNCCO. Drug 2: CC(CN1CC(=O)NC(=O)C1)N2CC(=O)NC(=O)C2. Cell line: SNB-19. Synergy scores: CSS=55.3, Synergy_ZIP=0.810, Synergy_Bliss=4.66, Synergy_Loewe=5.27, Synergy_HSA=7.30. (2) Cell line: SF-295. Drug 2: CCCCC(=O)OCC(=O)C1(CC(C2=C(C1)C(=C3C(=C2O)C(=O)C4=C(C3=O)C=CC=C4OC)O)OC5CC(C(C(O5)C)O)NC(=O)C(F)(F)F)O. Drug 1: C1CN1P(=S)(N2CC2)N3CC3. Synergy scores: CSS=52.7, Synergy_ZIP=-7.50, Synergy_Bliss=-13.1, Synergy_Loewe=-13.1, Synergy_HSA=-10.4. (3) Drug 1: CC(C1=C(C=CC(=C1Cl)F)Cl)OC2=C(N=CC(=C2)C3=CN(N=C3)C4CCNCC4)N. Drug 2: COC1=NC(=NC2=C1N=CN2C3C(C(C(O3)CO)O)O)N. Cell line: SNB-75. Synergy scores: CSS=1.08, Synergy_ZIP=-0.481, Synergy_Bliss=-1.71, Synergy_Loewe=-5.66, Synergy_HSA=-2.74. (4) Drug 1: C1=CC(=CC=C1CC(C(=O)O)N)N(CCCl)CCCl.Cl. Synergy scores: CSS=7.20, Synergy_ZIP=-0.933, Synergy_Bliss=-2.34, Synergy_Loewe=-8.48, Synergy_HSA=-7.46. Drug 2: CC1=C(C(CCC1)(C)C)C=CC(=CC=CC(=CC(=O)O)C)C. Cell line: SNB-19. (5) Drug 1: C1C(C(OC1N2C=C(C(=O)NC2=O)F)CO)O. Drug 2: CN(CCCl)CCCl.Cl. Cell line: SK-MEL-5. Synergy scores: CSS=18.0, Synergy_ZIP=-5.35, Synergy_Bliss=-0.271, Synergy_Loewe=-4.73, Synergy_HSA=1.02.